Predict the product of the given reaction. From a dataset of Forward reaction prediction with 1.9M reactions from USPTO patents (1976-2016). (1) Given the reactants C(OC([NH:8][C:9]([CH3:48])([CH3:47])[C:10]([O:12][CH2:13][N:14]1[C:18]2=[N:19][CH:20]=[C:21]([C:23]3[CH:28]=[CH:27][C:26]([Cl:29])=[CH:25][CH:24]=3)[CH:22]=[C:17]2[C:16]([C:30](=[O:46])[C:31]2[C:36]([F:37])=[CH:35][CH:34]=[C:33]([NH:38][S:39]([CH2:42][CH2:43][CH3:44])(=[O:41])=[O:40])[C:32]=2[F:45])=[CH:15]1)=[O:11])=O)(C)(C)C.Cl, predict the reaction product. The product is: [ClH:29].[NH2:8][C:9]([CH3:47])([CH3:48])[C:10]([O:12][CH2:13][N:14]1[C:18]2=[N:19][CH:20]=[C:21]([C:23]3[CH:28]=[CH:27][C:26]([Cl:29])=[CH:25][CH:24]=3)[CH:22]=[C:17]2[C:16]([C:30](=[O:46])[C:31]2[C:36]([F:37])=[CH:35][CH:34]=[C:33]([NH:38][S:39]([CH2:42][CH2:43][CH3:44])(=[O:40])=[O:41])[C:32]=2[F:45])=[CH:15]1)=[O:11]. (2) Given the reactants [CH3:1][C:2]1[CH:3]=[CH:4][C:5]([C:8]2[CH:9]=[C:10]([CH:15]=[C:16](B3OC(C)(C)C(C)(C)O3)[CH:17]=2)[C:11]([O:13][CH3:14])=[O:12])=[N:6][CH:7]=1.Br[C:28]1[CH:35]=[C:34]([C:36]([F:39])([F:38])[F:37])[CH:33]=[CH:32][C:29]=1[C:30]#[N:31].C(=O)([O-])[O-].[Cs+].[Cs+].O, predict the reaction product. The product is: [C:30]([C:29]1[CH:32]=[CH:33][C:34]([C:36]([F:37])([F:38])[F:39])=[CH:35][C:28]=1[C:16]1[CH:17]=[C:8]([C:5]2[CH:4]=[CH:3][C:2]([CH3:1])=[CH:7][N:6]=2)[CH:9]=[C:10]([C:11]([O:13][CH3:14])=[O:12])[CH:15]=1)#[N:31]. (3) Given the reactants [NH:1]1[CH2:5][CH2:4][C@H:3]([NH:6][C:7](=[O:13])[O:8][C:9]([CH3:12])([CH3:11])[CH3:10])[CH2:2]1.[F:14][C:15]([F:28])([F:27])[O:16][C:17]1[CH:22]=[CH:21][C:20]([CH2:23][C:24](O)=[O:25])=[CH:19][CH:18]=1.CCN=C=NCCCN(C)C.Cl, predict the reaction product. The product is: [F:14][C:15]([F:27])([F:28])[O:16][C:17]1[CH:18]=[CH:19][C:20]([CH2:23][C:24]([N:1]2[CH2:5][CH2:4][C@H:3]([NH:6][C:7](=[O:13])[O:8][C:9]([CH3:10])([CH3:12])[CH3:11])[CH2:2]2)=[O:25])=[CH:21][CH:22]=1. (4) Given the reactants Cl[C:2]1[CH:35]=[CH:34][CH:33]=[CH:32][C:3]=1[CH2:4][O:5][CH2:6][CH2:7][N:8]([C@H:25]1[CH2:30][CH2:29][C@H:28]([CH3:31])[CH2:27][CH2:26]1)[C:9](=[O:24])[NH:10][C:11]1[S:12][C:13]([S:16][CH2:17][C:18]([CH3:23])([CH3:22])[C:19]([OH:21])=[O:20])=[CH:14][N:15]=1.C(Br)C1C=CC=CC=1.C(OC(=O)C(C)(C)CSC1SC(N)=NC=1)C, predict the reaction product. The product is: [CH2:4]([O:5][CH2:6][CH2:7][N:8]([C@H:25]1[CH2:30][CH2:29][C@H:28]([CH3:31])[CH2:27][CH2:26]1)[C:9](=[O:24])[NH:10][C:11]1[S:12][C:13]([S:16][CH2:17][C:18]([CH3:23])([CH3:22])[C:19]([OH:21])=[O:20])=[CH:14][N:15]=1)[C:3]1[CH:32]=[CH:33][CH:34]=[CH:35][CH:2]=1. (5) Given the reactants Cl.Cl.[CH3:3][N:4]1[CH:8]=[C:7]([C:9]2[CH:10]=[C:11]([C:15]3([CH2:21][NH2:22])[CH2:20][CH2:19][NH:18][CH2:17][CH2:16]3)[CH:12]=[CH:13][CH:14]=2)[CH:6]=[N:5]1.[CH:23]1[C:27]2[C:28](Cl)=[N:29][CH:30]=[N:31][C:26]=2[NH:25][CH:24]=1.C(N(C(C)C)C(C)C)C, predict the reaction product. The product is: [CH3:3][N:4]1[CH:8]=[C:7]([C:9]2[CH:10]=[C:11]([C:15]3([CH2:21][NH2:22])[CH2:20][CH2:19][N:18]([C:28]4[C:27]5[CH:23]=[CH:24][NH:25][C:26]=5[N:31]=[CH:30][N:29]=4)[CH2:17][CH2:16]3)[CH:12]=[CH:13][CH:14]=2)[CH:6]=[N:5]1. (6) Given the reactants [F:1][C:2]1[CH:3]=[C:4]([CH:27]=[CH:28][CH:29]=1)[CH2:5][N:6]1[C:18]2[CH2:17][CH2:16][C@@H:15]([NH:19][C:20]([CH:22]3[CH2:24][CH2:23]3)=[O:21])[CH2:14][C:13]=2[C:12]2[C:7]1=[CH:8][CH:9]=[C:10]([CH:25]=O)[CH:11]=2.Cl.[NH2:31][OH:32].[OH-].[Na+], predict the reaction product. The product is: [F:1][C:2]1[CH:3]=[C:4]([CH:27]=[CH:28][CH:29]=1)[CH2:5][N:6]1[C:18]2[CH2:17][CH2:16][C@@H:15]([NH:19][C:20]([CH:22]3[CH2:24][CH2:23]3)=[O:21])[CH2:14][C:13]=2[C:12]2[C:7]1=[CH:8][CH:9]=[C:10]([CH:25]=[N:31][OH:32])[CH:11]=2. (7) Given the reactants C(O[C:4]([C:6]1[C:7](=[O:25])[N:8]([CH2:18][CH2:19][C:20]([CH3:24])([CH3:23])[CH2:21][CH3:22])[N:9]=[C:10]([C:13]2[S:14][CH:15]=[CH:16][CH:17]=2)[C:11]=1[OH:12])=O)C.[NH2:26][C:27]1[CH:32]=[CH:31][C:30]([NH:33][S:34]([CH3:37])(=[O:36])=[O:35])=[CH:29][C:28]=1[S:38]([NH2:41])(=[O:40])=[O:39], predict the reaction product. The product is: [CH3:24][C:20]([CH3:23])([CH2:21][CH3:22])[CH2:19][CH2:18][N:8]1[C:7](=[O:25])[C:6]([C:4]2[NH:26][C:27]3[CH:32]=[CH:31][C:30]([NH:33][S:34]([CH3:37])(=[O:35])=[O:36])=[CH:29][C:28]=3[S:38](=[O:40])(=[O:39])[N:41]=2)=[C:11]([OH:12])[C:10]([C:13]2[S:14][CH:15]=[CH:16][CH:17]=2)=[N:9]1. (8) Given the reactants [OH:1][C:2]1[CH:11]=[C:10]2[C:5]([CH:6]=[CH:7][C:8](=[O:12])[O:9]2)=[CH:4][CH:3]=1.N1C=CC=CC=1.[S:19](O[S:19]([C:22]([F:25])([F:24])[F:23])(=[O:21])=[O:20])([C:22]([F:25])([F:24])[F:23])(=[O:21])=[O:20], predict the reaction product. The product is: [F:23][C:22]([F:25])([F:24])[S:19]([O:1][C:2]1[CH:11]=[C:10]2[C:5]([CH:6]=[CH:7][C:8](=[O:12])[O:9]2)=[CH:4][CH:3]=1)(=[O:21])=[O:20]. (9) Given the reactants Br[C:2]1[C:3]([C:25]([F:28])([F:27])[F:26])=[C:4]([C:8]2[N:12]=[C:11]([C:13]3[CH:14]=[CH:15][C:16]([O:21][CH:22]([CH3:24])[CH3:23])=[C:17]([CH:20]=3)[C:18]#[N:19])[O:10][N:9]=2)[CH:5]=[CH:6][CH:7]=1.CC(P(C(C)(C)C)C(C)(C)C)(C)C.C([O-])([O-])=O.[Cs+].[Cs+].Br[Zn][CH2:50][CH2:51][CH2:52][C:53]([O:55][CH2:56][CH3:57])=[O:54], predict the reaction product. The product is: [C:18]([C:17]1[CH:20]=[C:13]([C:11]2[O:10][N:9]=[C:8]([C:4]3[C:3]([C:25]([F:28])([F:27])[F:26])=[C:2]([CH2:50][CH2:51][CH2:52][C:53]([O:55][CH2:56][CH3:57])=[O:54])[CH:7]=[CH:6][CH:5]=3)[N:12]=2)[CH:14]=[CH:15][C:16]=1[O:21][CH:22]([CH3:24])[CH3:23])#[N:19]. (10) Given the reactants [K].C([O:9][C:10]1[CH:15]=[C:14]([CH2:16][CH:17]([CH3:26])[C:18](=[O:25])[C:19]2[CH:24]=[CH:23][CH:22]=[CH:21][CH:20]=2)[CH:13]=[CH:12][C:11]=1[N:27]1[S:31](=[O:33])(=[O:32])[NH:30][C:29](=[O:34])[CH2:28]1)C1C=CC=CC=1, predict the reaction product. The product is: [OH:9][C:10]1[CH:15]=[C:14]([CH2:16][CH:17]([CH3:26])[CH:18]([OH:25])[C:19]2[CH:20]=[CH:21][CH:22]=[CH:23][CH:24]=2)[CH:13]=[CH:12][C:11]=1[N:27]1[S:31](=[O:33])(=[O:32])[NH:30][C:29](=[O:34])[CH2:28]1.